From a dataset of Catalyst prediction with 721,799 reactions and 888 catalyst types from USPTO. Predict which catalyst facilitates the given reaction. (1) Reactant: [N:1]1[C:8](Cl)=[N:7][C:5]([Cl:6])=[N:4][C:2]=1[Cl:3].C1COCC1.[C:15]1([Mg]Br)[CH:20]=[CH:19][CH:18]=[CH:17][CH:16]=1.O. Product: [Cl:3][C:2]1[N:4]=[C:5]([Cl:6])[N:7]=[C:8]([C:15]2[CH:20]=[CH:19][CH:18]=[CH:17][CH:16]=2)[N:1]=1. The catalyst class is: 11. (2) Reactant: [CH:1]([N:3]1[CH2:8][CH2:7][N:6]([CH:9]=[N:10][NH:11][NH2:12])[CH2:5][CH2:4]1)=[O:2].[CH2:13](I)[CH3:14]. Product: [CH2:13]([N:11]([N:10]=[CH:9][N:6]1[CH2:5][CH2:4][N:3]([CH:1]=[O:2])[CH2:8][CH2:7]1)[NH2:12])[CH3:14]. The catalyst class is: 7. (3) Reactant: [CH2:1]([O:8][C:9]1[CH:18]=[C:17]2[C:12]([C:13](Cl)=[N:14][CH:15]=[N:16]2)=[CH:11][C:10]=1[O:20][CH3:21])[C:2]1[CH:7]=[CH:6][CH:5]=[CH:4][CH:3]=1.[OH:22][C:23]1[CH:24]=[C:25]2[C:29](=[CH:30][CH:31]=1)[NH:28][CH:27]=[CH:26]2.C(=O)([O-])[O-].[K+].[K+]. Product: [CH2:1]([O:8][C:9]1[CH:18]=[C:17]2[C:12]([C:13]([O:22][C:23]3[CH:24]=[C:25]4[C:29](=[CH:30][CH:31]=3)[NH:28][CH:27]=[CH:26]4)=[N:14][CH:15]=[N:16]2)=[CH:11][C:10]=1[O:20][CH3:21])[C:2]1[CH:7]=[CH:6][CH:5]=[CH:4][CH:3]=1. The catalyst class is: 3. (4) Reactant: [F:1][C:2]1[CH:3]=[C:4]([CH:33]=[CH:34][CH:35]=1)[O:5][C:6]1[CH:11]=[CH:10][CH:9]=[CH:8][C:7]=1[C:12]([C@@H:20]1[CH2:25][CH2:24][CH2:23][N:22](C(OC(C)(C)C)=O)[CH2:21]1)([OH:19])[CH2:13][CH2:14][CH2:15][CH2:16][O:17][CH3:18].Cl.[OH-].[Na+]. Product: [F:1][C:2]1[CH:3]=[C:4]([CH:33]=[CH:34][CH:35]=1)[O:5][C:6]1[CH:11]=[CH:10][CH:9]=[CH:8][C:7]=1[C@:12]([C@@H:20]1[CH2:25][CH2:24][CH2:23][NH:22][CH2:21]1)([OH:19])[CH2:13][CH2:14][CH2:15][CH2:16][O:17][CH3:18]. The catalyst class is: 23.